This data is from Forward reaction prediction with 1.9M reactions from USPTO patents (1976-2016). The task is: Predict the product of the given reaction. Given the reactants [Cl:1][C:2]1[CH:7]=[C:6]([C:8]#[C:9][C:10]2[N:11]=[C:12]([CH3:15])[NH:13][CH:14]=2)[CH:5]=[CH:4][N:3]=1.[F:16][C:17]1[CH:22]=[C:21]([F:23])[CH:20]=[CH:19][C:18]=1B(O)O, predict the reaction product. The product is: [Cl:1][C:2]1[CH:7]=[C:6]([C:8]#[C:9][C:10]2[N:11]=[C:12]([CH3:15])[N:13]([C:20]3[CH:19]=[CH:18][C:17]([F:16])=[CH:22][C:21]=3[F:23])[CH:14]=2)[CH:5]=[CH:4][N:3]=1.